This data is from Catalyst prediction with 721,799 reactions and 888 catalyst types from USPTO. The task is: Predict which catalyst facilitates the given reaction. (1) Reactant: [CH:1]([O:4][C:5]1[CH:6]=[CH:7][C:8]([O:11][C:12]2[CH:17]=[CH:16][CH:15]=[C:14]([CH:18]=[C:19]3[CH2:24][CH2:23][NH:22][CH2:21][CH2:20]3)[CH:13]=2)=[N:9][CH:10]=1)([CH3:3])[CH3:2].[N:25]1[CH:30]=[CH:29][CH:28]=[C:27]([NH:31][C:32](=O)[O:33]C2C=CC=CC=2)[CH:26]=1.C(N(CC)CC)C. Product: [CH:1]([O:4][C:5]1[CH:6]=[CH:7][C:8]([O:11][C:12]2[CH:13]=[C:14]([CH:15]=[CH:16][CH:17]=2)[CH:18]=[C:19]2[CH2:20][CH2:21][N:22]([C:32]([NH:31][C:27]3[CH:26]=[N:25][CH:30]=[CH:29][CH:28]=3)=[O:33])[CH2:23][CH2:24]2)=[N:9][CH:10]=1)([CH3:3])[CH3:2]. The catalyst class is: 58. (2) Reactant: C[Si]([N-][Si](C)(C)C)(C)C.[Li+].F[C:12]1[C:13]([C:18]2[NH:27][C:26](=[O:28])[C:25]3[C:20](=[CH:21][C:22]([O:31][CH3:32])=[CH:23][C:24]=3[O:29][CH3:30])[N:19]=2)=[N:14][CH:15]=[CH:16][CH:17]=1.[CH:33]([N:36]1[CH2:41][CH2:40][CH:39]([NH2:42])[CH2:38][CH2:37]1)([CH3:35])[CH3:34]. Product: [CH:33]([N:36]1[CH2:41][CH2:40][CH:39]([NH:42][C:12]2[C:13]([C:18]3[NH:27][C:26](=[O:28])[C:25]4[C:20](=[CH:21][C:22]([O:31][CH3:32])=[CH:23][C:24]=4[O:29][CH3:30])[N:19]=3)=[N:14][CH:15]=[CH:16][CH:17]=2)[CH2:38][CH2:37]1)([CH3:35])[CH3:34]. The catalyst class is: 598. (3) Reactant: [Cl:1][C:2]1[CH:7]=[CH:6][C:5]([N+:8]([O-:10])=[O:9])=[CH:4][C:3]=1[C:11]1[CH:12]=[C:13]([CH:17]=[CH:18][N:19]=1)[C:14]([OH:16])=[O:15].Cl.O1CCOC[CH2:22]1. Product: [Cl:1][C:2]1[CH:7]=[CH:6][C:5]([N+:8]([O-:10])=[O:9])=[CH:4][C:3]=1[C:11]1[CH:12]=[C:13]([CH:17]=[CH:18][N:19]=1)[C:14]([O:16][CH3:22])=[O:15]. The catalyst class is: 5. (4) Product: [F:35][C:2]([F:1])([F:34])[CH2:3][S:4]([NH:7][C:8]1[CH:13]=[CH:12][C:11]([O:14][C:15]2[C:24]3[C:19](=[CH:20][C:21]([OH:25])=[CH:22][CH:23]=3)[CH:18]=[C:17]([CH3:27])[C:16]=2[C:28]2[CH:29]=[CH:30][CH:31]=[CH:32][CH:33]=2)=[CH:10][CH:9]=1)(=[O:5])=[O:6]. The catalyst class is: 2. Reactant: [F:1][C:2]([F:35])([F:34])[CH2:3][S:4]([NH:7][C:8]1[CH:13]=[CH:12][C:11]([O:14][C:15]2[C:24]3[C:19](=[CH:20][C:21]([O:25]C)=[CH:22][CH:23]=3)[CH:18]=[C:17]([CH3:27])[C:16]=2[C:28]2[CH:33]=[CH:32][CH:31]=[CH:30][CH:29]=2)=[CH:10][CH:9]=1)(=[O:6])=[O:5].B(Br)(Br)Br.CCOC(C)=O. (5) Reactant: [CH2:1]([O:4][P:5]([O:11][C@@H:12]1[C@@H:21]([CH2:22][OH:23])[O:20][C@H:15]([O:16]/[CH:17]=[CH:18]/[CH3:19])[C@H:14]([O:24][C:25](=[O:43])[CH2:26][CH2:27][CH2:28][CH2:29][CH2:30][CH2:31][CH2:32][CH2:33][CH2:34]/[CH:35]=[CH:36]\[CH2:37][CH2:38][CH2:39][CH2:40][CH2:41][CH3:42])[C@H:13]1[O:44][CH2:45][CH2:46][C@H:47]([O:55][CH3:56])[CH2:48][CH2:49][CH2:50][CH2:51][CH2:52][CH2:53][CH3:54])([O:7][CH2:8][CH:9]=[CH2:10])=[O:6])[CH:2]=[CH2:3].[C:57](C1C=C(C)C=C(C(C)(C)C)N=1)(C)(C)C.F[B-](F)(F)F.C[O+](C)C. Product: [CH2:1]([O:4][P:5]([O:11][C@@H:12]1[C@@H:21]([CH2:22][O:23][CH3:57])[O:20][C@H:15]([O:16]/[CH:17]=[CH:18]/[CH3:19])[C@H:14]([O:24][C:25](=[O:43])[CH2:26][CH2:27][CH2:28][CH2:29][CH2:30][CH2:31][CH2:32][CH2:33][CH2:34]/[CH:35]=[CH:36]\[CH2:37][CH2:38][CH2:39][CH2:40][CH2:41][CH3:42])[C@H:13]1[O:44][CH2:45][CH2:46][C@H:47]([O:55][CH3:56])[CH2:48][CH2:49][CH2:50][CH2:51][CH2:52][CH2:53][CH3:54])([O:7][CH2:8][CH:9]=[CH2:10])=[O:6])[CH:2]=[CH2:3]. The catalyst class is: 2. (6) Reactant: [Cl:1][C:2]1[CH:15]=[C:14]([N+:16]([O-])=O)[CH:13]=[CH:12][C:3]=1[O:4][CH2:5][CH2:6][N:7]([CH2:10][CH3:11])[CH2:8][CH3:9].ClCCl.CO. Product: [Cl:1][C:2]1[CH:15]=[C:14]([NH2:16])[CH:13]=[CH:12][C:3]=1[O:4][CH2:5][CH2:6][N:7]([CH2:8][CH3:9])[CH2:10][CH3:11]. The catalyst class is: 5. (7) Reactant: [F:1][C:2]1[CH:3]=[C:4]2[C:8](=[CH:9][C:10]=1[F:11])[C:7](=[O:12])[NH:6][CH2:5]2.[H-].[Na+].Br[CH2:16][C:17]1[CH:22]=[CH:21][C:20]([CH:23]([CH:31]2[CH2:35][CH2:34][CH2:33][CH2:32]2)[C:24]([O:26][C:27]([CH3:30])([CH3:29])[CH3:28])=[O:25])=[CH:19][CH:18]=1.O. Product: [CH:31]1([CH:23]([C:20]2[CH:21]=[CH:22][C:17]([CH2:16][N:6]3[CH2:5][C:4]4[C:8](=[CH:9][C:10]([F:11])=[C:2]([F:1])[CH:3]=4)[C:7]3=[O:12])=[CH:18][CH:19]=2)[C:24]([O:26][C:27]([CH3:28])([CH3:30])[CH3:29])=[O:25])[CH2:35][CH2:34][CH2:33][CH2:32]1. The catalyst class is: 39.